From a dataset of Full USPTO retrosynthesis dataset with 1.9M reactions from patents (1976-2016). Predict the reactants needed to synthesize the given product. (1) Given the product [C:41]([C:37]1[CH:38]=[CH:42][C:34]([C:32](/[N:31]=[C:14]2/[N:13]([C@H:10]3[CH2:9][CH2:8][C@@H:7]([C:5](=[O:6])[NH:4][CH:1]([CH3:2])[CH3:3])[CH2:12][CH2:11]3)[C:21]3[CH:20]=[C:19]([O:22][CH2:23][CH2:24][N:25]4[CH2:26][CH2:27][CH2:28][CH2:29][CH2:30]4)[N:18]=[CH:17][C:16]=3[NH:15]/2)=[O:33])=[CH:35][CH:36]=1)#[N:44], predict the reactants needed to synthesize it. The reactants are: [CH:1]([NH:4][C:5]([C@@H:7]1[CH2:12][CH2:11][C@H:10]([N:13]2[C:21]3[CH:20]=[C:19]([O:22][CH2:23][CH2:24][N:25]4[CH2:30][CH2:29][CH2:28][CH2:27][CH2:26]4)[N:18]=[CH:17][C:16]=3[NH:15]/[C:14]/2=[N:31]\[C:32]([C:34]2[CH:35]=[CH:36][C:37]3[CH:41]=CS[C:38]=3[CH:42]=2)=[O:33])[CH2:9][CH2:8]1)=[O:6])([CH3:3])[CH3:2].C(C1C=CC(C(O)=O)=CC=1)#[N:44]. (2) Given the product [Si:13]([O:6][CH:3]1[CH2:4][CH2:5][CH:1]([OH:7])[CH2:2]1)([C:16]([CH3:19])([CH3:18])[CH3:17])([CH3:15])[CH3:14], predict the reactants needed to synthesize it. The reactants are: [CH:1]1([OH:7])[CH2:5][CH2:4][CH:3]([OH:6])[CH2:2]1.N1C=CN=C1.[Si:13](Cl)([C:16]([CH3:19])([CH3:18])[CH3:17])([CH3:15])[CH3:14].O. (3) The reactants are: Cl[C:2]1[N:7]=[N:6][C:5]([C:8]2[CH:49]=[CH:48][C:11]([CH2:12][C:13]3[N:14]([C:26]4[CH:27]=[C:28]([N:32]5[S:36](=[O:38])(=[O:37])[N:35]([CH2:39][O:40][CH2:41][CH2:42][Si:43]([CH3:46])([CH3:45])[CH3:44])[C:34](=[O:47])[CH2:33]5)[CH:29]=[CH:30][CH:31]=4)[CH:15]=[C:16]([C:18]4[CH:23]=[CH:22][C:21]([Cl:24])=[CH:20][C:19]=4[Cl:25])[N:17]=3)=[CH:10][CH:9]=2)=[CH:4][CH:3]=1.[CH:50]1([CH2:56][CH2:57][OH:58])[CH2:55][CH2:54][CH2:53][CH2:52][CH2:51]1. Given the product [CH:50]1([CH2:56][CH2:57][O:58][C:2]2[N:7]=[N:6][C:5]([C:8]3[CH:9]=[CH:10][C:11]([CH2:12][C:13]4[N:14]([C:26]5[CH:27]=[C:28]([N:32]6[S:36](=[O:37])(=[O:38])[N:35]([CH2:39][O:40][CH2:41][CH2:42][Si:43]([CH3:44])([CH3:46])[CH3:45])[C:34](=[O:47])[CH2:33]6)[CH:29]=[CH:30][CH:31]=5)[CH:15]=[C:16]([C:18]5[CH:23]=[CH:22][C:21]([Cl:24])=[CH:20][C:19]=5[Cl:25])[N:17]=4)=[CH:48][CH:49]=3)=[CH:4][CH:3]=2)[CH2:55][CH2:54][CH2:53][CH2:52][CH2:51]1, predict the reactants needed to synthesize it. (4) Given the product [N:6]1[CH:7]=[CH:8][CH:9]=[C:4]([C:1](=[O:3])[CH2:2][CH2:22][N:19]2[CH2:18][CH2:17][N:16]([C:11]3[CH:12]=[CH:13][CH:14]=[CH:15][N:10]=3)[CH2:21][CH2:20]2)[CH:5]=1, predict the reactants needed to synthesize it. The reactants are: [C:1]([C:4]1[CH:5]=[N:6][CH:7]=[CH:8][CH:9]=1)(=[O:3])[CH3:2].[N:10]1[CH:15]=[CH:14][CH:13]=[CH:12][C:11]=1[N:16]1[CH2:21][CH2:20][NH:19][CH2:18][CH2:17]1.[CH2:22]=O.Cl. (5) Given the product [F:17][C:16]1[C:11]([C@@H:9]([NH:8][C:6]2[N:5]=[C:4]([NH:19][C:20]3[N:21]=[CH:22][N:23]([CH3:25])[CH:24]=3)[N:3]=[C:2]([N:39]3[CH2:40][CH2:41][CH:36]([F:35])[CH2:37][CH2:38]3)[N:7]=2)[CH3:10])=[N:12][CH:13]=[C:14]([F:18])[CH:15]=1, predict the reactants needed to synthesize it. The reactants are: Cl[C:2]1[N:7]=[C:6]([NH:8][C@H:9]([C:11]2[C:16]([F:17])=[CH:15][C:14]([F:18])=[CH:13][N:12]=2)[CH3:10])[N:5]=[C:4]([NH:19][C:20]2[N:21]=[CH:22][N:23]([CH3:25])[CH:24]=2)[N:3]=1.CCN(C(C)C)C(C)C.[F:35][CH:36]1[CH2:41][CH2:40][NH:39][CH2:38][CH2:37]1. (6) Given the product [NH2:5][CH2:3][CH2:2][C:6]1[C:10]2[C:9](=[CH:14][CH:13]=[CH:12][N:11]=2)[NH:8][CH:7]=1, predict the reactants needed to synthesize it. The reactants are: O=[C:2]([C:6]1[C:10]2=[N:11][CH:12]=[CH:13][CH:14]=[C:9]2[NH:8][CH:7]=1)[C:3]([NH2:5])=O.[H-].[Al+3].[Li+].[H-].[H-].[H-]. (7) Given the product [OH:25][CH2:24][C:19]1([NH:18][C:17](=[O:26])[O:16][C:12]([CH3:14])([CH3:13])[CH3:15])[CH2:23][CH2:22][N:21]([C:2]2[C:3]3[C:10]([CH3:11])=[CH:9][NH:8][C:4]=3[N:5]=[CH:6][N:7]=2)[CH2:20]1, predict the reactants needed to synthesize it. The reactants are: Cl[C:2]1[C:3]2[C:10]([CH3:11])=[CH:9][NH:8][C:4]=2[N:5]=[CH:6][N:7]=1.[C:12]([O:16][C:17](=[O:26])[NH:18][C:19]1([CH2:24][OH:25])[CH2:23][CH2:22][NH:21][CH2:20]1)([CH3:15])([CH3:14])[CH3:13]. (8) Given the product [CH2:18]([O:25][C:26]1[CH:27]=[CH:28][C:29]([N:30]2[C:2]3=[N:3][CH:4]=[CH:5][C:6]([CH3:16])=[C:7]3[NH:8][C:9]2=[O:15])=[CH:31][CH:32]=1)[C:19]1[CH:20]=[CH:21][CH:22]=[CH:23][CH:24]=1, predict the reactants needed to synthesize it. The reactants are: Cl[C:2]1[C:7]([NH:8][C:9](=[O:15])OC(C)(C)C)=[C:6]([CH3:16])[CH:5]=[CH:4][N:3]=1.Cl.[CH2:18]([O:25][C:26]1[CH:32]=[CH:31][C:29]([NH2:30])=[CH:28][CH:27]=1)[C:19]1[CH:24]=[CH:23][CH:22]=[CH:21][CH:20]=1.CC1(C)C2C=CC=C(P(C3C=CC=CC=3)C3C=CC=CC=3)C=2OC2C1=CC=CC=2P(C1C=CC=CC=1)C1C=CC=CC=1.CC(C)([O-])C.[Na+].